Dataset: Reaction yield outcomes from USPTO patents with 853,638 reactions. Task: Predict the reaction yield, written as a fraction of the theoretical maximum amount of product (1.0 means a 100% yield; for example, 0.34 means a 34% yield). The reactants are [CH3:1][O:2][C:3]1[C:12]2[C:7](=[CH:8][CH:9]=[CH:10][CH:11]=2)[C:6]([OH:13])=[CH:5][CH:4]=1.Br[C:15]1[CH:20]=[CH:19][CH:18]=[CH:17][C:16]=1Br.C(=O)([O-])[O-].[Cs+].[Cs+].C1(P(C2C=CC=CC=2)C2C=CC=CC=2)C=CC=CC=1. The catalyst is CN(C)C=O.C([O-])(=O)C.[Pd+2].C([O-])(=O)C. The product is [CH3:1][O:2][C:3]1[C:12]2=[CH:11][CH:10]=[CH:9][C:8]3=[C:7]2[C:6]([O:13][C:15]2[CH:16]=[CH:17][CH:18]=[CH:19][C:20]=23)=[CH:5][CH:4]=1. The yield is 0.330.